Dataset: Forward reaction prediction with 1.9M reactions from USPTO patents (1976-2016). Task: Predict the product of the given reaction. (1) Given the reactants [F:1][C:2]1[C:7]([F:8])=[CH:6][CH:5]=[CH:4][C:3]=1[C:9](=O)[CH2:10][O:11][CH:12]([CH:34]=[CH2:35])[CH2:13][O:14][C:15]([C:28]1[CH:33]=[CH:32][CH:31]=[CH:30][CH:29]=1)([C:22]1[CH:27]=[CH:26][CH:25]=[CH:24][CH:23]=1)[C:16]1[CH:21]=[CH:20][CH:19]=[CH:18][CH:17]=1.CC([O-])=O.[Na+].[NH2:42][OH:43].Cl, predict the reaction product. The product is: [F:1][C:2]1[C:7]([F:8])=[CH:6][CH:5]=[CH:4][C:3]=1[C:9](=[N:42][OH:43])[CH2:10][O:11][CH:12]([CH:34]=[CH2:35])[CH2:13][O:14][C:15]([C:28]1[CH:33]=[CH:32][CH:31]=[CH:30][CH:29]=1)([C:22]1[CH:27]=[CH:26][CH:25]=[CH:24][CH:23]=1)[C:16]1[CH:21]=[CH:20][CH:19]=[CH:18][CH:17]=1. (2) Given the reactants [CH3:1][N:2]([CH:10]1[CH2:15][CH2:14][NH:13][CH2:12][CH2:11]1)[C:3](=[O:9])[O:4][C:5]([CH3:8])([CH3:7])[CH3:6].Cl[C:17]1[CH:22]=[N:21][CH:20]=[C:19]([CH3:23])[N:18]=1.C1C=CC(P(C2C(C3C(P(C4C=CC=CC=4)C4C=CC=CC=4)=CC=C4C=3C=CC=C4)=C3C(C=CC=C3)=CC=2)C2C=CC=CC=2)=CC=1, predict the reaction product. The product is: [CH3:1][N:2]([CH:10]1[CH2:11][CH2:12][N:13]([C:17]2[CH:22]=[N:21][CH:20]=[C:19]([CH3:23])[N:18]=2)[CH2:14][CH2:15]1)[C:3](=[O:9])[O:4][C:5]([CH3:8])([CH3:6])[CH3:7]. (3) Given the reactants [CH:1]1([N:5]2[CH2:14][CH2:13][C:12]3[C:7](=[CH:8][C:9]([N+:15]([O-])=O)=[CH:10][CH:11]=3)[CH2:6]2)[CH2:4][CH2:3][CH2:2]1, predict the reaction product. The product is: [CH:1]1([N:5]2[CH2:14][CH2:13][C:12]3[C:7](=[CH:8][C:9]([NH2:15])=[CH:10][CH:11]=3)[CH2:6]2)[CH2:4][CH2:3][CH2:2]1.